From a dataset of Reaction yield outcomes from USPTO patents with 853,638 reactions. Predict the reaction yield, written as a fraction of the theoretical maximum amount of product (1.0 means a 100% yield; for example, 0.34 means a 34% yield). (1) The reactants are Cl.[Cl:2][C:3]1[CH:4]=[C:5]([N:9]2[C:13]([CH2:14][NH2:15])=[CH:12][C:11]([C:16]([F:19])([F:18])[F:17])=[N:10]2)[CH:6]=[CH:7][CH:8]=1.[F:20][C:21]1[CH:30]=[C:29]([NH:31][C:32](OC2C=CC=CC=2)=[O:33])[CH:28]=[CH:27][C:22]=1[C:23]([O:25][CH3:26])=[O:24]. The catalyst is C(Cl)Cl. The product is [Cl:2][C:3]1[CH:4]=[C:5]([N:9]2[C:13]([CH2:14][NH:15][C:32](=[O:33])[NH:31][C:29]3[CH:28]=[CH:27][C:22]([C:23]([O:25][CH3:26])=[O:24])=[C:21]([F:20])[CH:30]=3)=[CH:12][C:11]([C:16]([F:17])([F:18])[F:19])=[N:10]2)[CH:6]=[CH:7][CH:8]=1. The yield is 0.630. (2) The reactants are [Cl:1][C:2]1[CH:11]=[C:10](Cl)[C:9]2[C:4](=[CH:5][CH:6]=[CH:7][CH:8]=2)[N:3]=1.[CH3:13][NH2:14].O. The yield is 0.450. The product is [Cl:1][C:2]1[CH:11]=[C:10]([NH:14][CH3:13])[C:9]2[C:4](=[CH:5][CH:6]=[CH:7][CH:8]=2)[N:3]=1. The catalyst is C1COCC1.